This data is from Forward reaction prediction with 1.9M reactions from USPTO patents (1976-2016). The task is: Predict the product of the given reaction. (1) The product is: [C:1]([C:3]1[CH:8]=[CH:7][C:6]([N:9]2[C@@H:13]([C:14]([O:16][CH3:25])=[O:15])[CH2:12][N:11]([CH3:17])[C:10]2=[O:18])=[CH:5][C:4]=1[C:19]([F:21])([F:22])[F:20])#[N:2]. Given the reactants [C:1]([C:3]1[CH:8]=[CH:7][C:6]([N:9]2[C@@H:13]([C:14]([OH:16])=[O:15])[CH2:12][N:11]([CH3:17])[C:10]2=[O:18])=[CH:5][C:4]=1[C:19]([F:22])([F:21])[F:20])#[N:2].[N+](=[CH2:25])=[N-].[Na+].[Cl-], predict the reaction product. (2) Given the reactants [NH2:1][C:2]1[C:7]([CH:8]=[O:9])=[C:6](Cl)[N:5]=[CH:4][N:3]=1.[CH2:11]([O:18][C:19]1[CH:24]=[CH:23][C:22]([NH2:25])=[CH:21][C:20]=1[Cl:26])[C:12]1[CH:17]=[CH:16][CH:15]=[CH:14][CH:13]=1.COCCO.Cl, predict the reaction product. The product is: [NH2:1][C:2]1[C:7]([CH:8]=[O:9])=[C:6]([NH:25][C:22]2[CH:23]=[CH:24][C:19]([O:18][CH2:11][C:12]3[CH:17]=[CH:16][CH:15]=[CH:14][CH:13]=3)=[C:20]([Cl:26])[CH:21]=2)[N:5]=[CH:4][N:3]=1. (3) Given the reactants C([O:5][C:6]([CH:8]1[CH:14]([NH:15][S:16]([CH2:19][C:20]2[CH:25]=[CH:24][CH:23]=[CH:22][CH:21]=2)(=[O:18])=[O:17])[CH2:13][CH:12]=[CH:11][CH2:10][N:9]1[S:26]([C:29]1[CH:34]=[CH:33][C:32]([O:35][CH3:36])=[CH:31][CH:30]=1)(=[O:28])=[O:27])=[O:7])(C)(C)C.C(OC(C1C(NC(OCC2C=CC=CC=2)=O)CC=CCN1S(C1C=CC(OC)=CC=1)(=O)=O)=O)(C)(C)C, predict the reaction product. The product is: [CH3:36][O:35][C:32]1[CH:33]=[CH:34][C:29]([S:26]([N:9]2[CH2:10][CH:11]=[CH:12][CH2:13][CH:14]([NH:15][S:16]([CH2:19][C:20]3[CH:21]=[CH:22][CH:23]=[CH:24][CH:25]=3)(=[O:18])=[O:17])[CH:8]2[C:6]([OH:7])=[O:5])(=[O:28])=[O:27])=[CH:30][CH:31]=1. (4) The product is: [CH2:12]([N:8]1[CH2:9][CH2:10][C:5]2([C:1](=[O:11])[NH:2][CH2:3][CH2:4]2)[CH2:6][CH2:7]1)[C:13]1[CH:18]=[CH:17][CH:16]=[CH:15][CH:14]=1. Given the reactants [C:1]1(=[O:11])[C:5]2([CH2:10][CH2:9][NH:8][CH2:7][CH2:6]2)[CH2:4][CH2:3][NH:2]1.[CH:12](=O)[C:13]1[CH:18]=[CH:17][CH:16]=[CH:15][CH:14]=1.C(O[BH-](OC(=O)C)OC(=O)C)(=O)C.[Na+], predict the reaction product.